This data is from Full USPTO retrosynthesis dataset with 1.9M reactions from patents (1976-2016). The task is: Predict the reactants needed to synthesize the given product. (1) Given the product [CH:1]1([NH:4][C:5](=[O:33])[C:6](=[O:32])[CH:7]([NH:15][C:16]([C@H:18]2[CH2:22][CH2:21][C:20](=[O:23])[N:19]2[CH2:24][C:25]2[CH:30]=[CH:29][CH:28]=[CH:27][C:26]=2[F:31])=[O:17])[CH2:8][C:9]2[CH:10]=[CH:11][CH:12]=[CH:13][CH:14]=2)[CH2:2][CH2:3]1, predict the reactants needed to synthesize it. The reactants are: [CH:1]1([NH:4][C:5](=[O:33])[CH:6]([OH:32])[CH:7]([NH:15][C:16]([C@H:18]2[CH2:22][CH2:21][C:20](=[O:23])[N:19]2[CH2:24][C:25]2[CH:30]=[CH:29][CH:28]=[CH:27][C:26]=2[F:31])=[O:17])[CH2:8][C:9]2[CH:14]=[CH:13][CH:12]=[CH:11][CH:10]=2)[CH2:3][CH2:2]1.O. (2) Given the product [CH3:16][C:13]1([CH3:15])[C:12]([CH3:17])([CH3:18])[O:11][B:10]([C:20]2[CH:25]=[CH:24][CH:23]=[CH:22][C:21]=2[NH:26][C:27]([O:29][CH2:30][CH:31]2[CH2:36][CH2:35][N:34]([C:37]([O:39][C:40]([CH3:43])([CH3:42])[CH3:41])=[O:38])[CH2:33][CH2:32]2)=[O:28])[O:14]1, predict the reactants needed to synthesize it. The reactants are: [B:10]1([B:10]2[O:14][C:13]([CH3:16])([CH3:15])[C:12]([CH3:18])([CH3:17])[O:11]2)[O:14][C:13]([CH3:16])([CH3:15])[C:12]([CH3:18])([CH3:17])[O:11]1.Br[C:20]1[CH:25]=[CH:24][CH:23]=[CH:22][C:21]=1[NH:26][C:27]([O:29][CH2:30][CH:31]1[CH2:36][CH2:35][N:34]([C:37]([O:39][C:40]([CH3:43])([CH3:42])[CH3:41])=[O:38])[CH2:33][CH2:32]1)=[O:28].C([O-])(=O)C.[K+].